From a dataset of Forward reaction prediction with 1.9M reactions from USPTO patents (1976-2016). Predict the product of the given reaction. (1) The product is: [Br:24][C:22]1[CH:23]=[C:18]([C:11]2([C:16]#[N:17])[CH2:12][C@H:13]3[NH:8][C@H:9]([CH:15]=[CH:14]3)[CH2:10]2)[CH:19]=[N:20][CH:21]=1. Given the reactants C(OC([N:8]1[C@H:13]2[CH:14]=[CH:15][C@@H:9]1[CH2:10][C:11]([C:18]1[CH:19]=[N:20][CH:21]=[C:22]([Br:24])[CH:23]=1)([C:16]#[N:17])[CH2:12]2)=O)(C)(C)C.C(O)(C(F)(F)F)=O.C(OCC)(=O)C, predict the reaction product. (2) Given the reactants Cl[C:2]1[C:7]([CH:8]=[O:9])=[C:6]([N:10]2[CH2:23][CH2:22][N:13]3[C:14]4[CH2:15][CH2:16][CH2:17][CH2:18][C:19]=4[C:20]([F:21])=[C:12]3[C:11]2=[O:24])[N:5]=[CH:4][CH:3]=1.[CH3:25][N:26]1[CH:31]=[C:30](B2OC(C)(C)C(C)(C)O2)[CH:29]=[C:28]([NH:41][C:42]2[CH:47]=[CH:46][CH:45]=[CH:44][N:43]=2)[C:27]1=[O:48].C([O-])(=O)C.[Na+].[O-]P([O-])([O-])=O.[K+].[K+].[K+], predict the reaction product. The product is: [F:21][C:20]1[C:19]2[CH2:18][CH2:17][CH2:16][CH2:15][C:14]=2[N:13]2[CH2:22][CH2:23][N:10]([C:6]3[N:5]=[CH:4][CH:3]=[C:2]([C:30]4[CH:29]=[C:28]([NH:41][C:42]5[CH:47]=[CH:46][CH:45]=[CH:44][N:43]=5)[C:27](=[O:48])[N:26]([CH3:25])[CH:31]=4)[C:7]=3[CH:8]=[O:9])[C:11](=[O:24])[C:12]=12. (3) Given the reactants [F:1][C:2]1[CH:7]=[CH:6][C:5]([N:8]2[CH2:13][CH2:12][N:11]([S:14]([CH2:17][CH:18]([CH2:29][CH:30]([CH3:32])[CH3:31])[C:19]([O:21]CC3C=CC=CC=3)=[O:20])(=[O:16])=[O:15])[CH2:10][CH2:9]2)=[CH:4][CH:3]=1, predict the reaction product. The product is: [F:1][C:2]1[CH:7]=[CH:6][C:5]([N:8]2[CH2:13][CH2:12][N:11]([S:14]([CH2:17][CH:18]([CH2:29][CH:30]([CH3:32])[CH3:31])[C:19]([OH:21])=[O:20])(=[O:16])=[O:15])[CH2:10][CH2:9]2)=[CH:4][CH:3]=1. (4) The product is: [C:1]([NH:4][C@:5]1([C@@H:163]([CH2:164][CH3:165])[CH3:162])[CH2:9][CH2:8][N:7]([C@@H:10]([CH2:51][CH2:52][C:142]2[CH:147]=[CH:146][CH:145]=[CH:144][CH:143]=2)[C:11]([NH:13][C@@H:14]([CH2:42][C:43]2[CH:44]=[C:45]([F:50])[CH:46]=[C:47]([F:49])[CH:48]=2)[C@H:15]([OH:16])[C@H:17]2[CH2:21][C@@H:20]([O:22][C:86]3[CH:91]=[CH:90][CH:89]=[CH:88][CH:87]=3)[CH2:19][NH:18]2)=[O:12])[C:6]1=[O:59])(=[O:3])[CH3:2]. Given the reactants [C:1]([NH:4][C@:5]1([C@@H](CC)C)[CH2:9][CH2:8][N:7]([C@@H:10]([CH2:51][CH2:52]C2C=CC=CC=2)[C:11]([NH:13][C@@H:14]([CH2:42][C:43]2[CH:48]=[C:47]([F:49])[CH:46]=[C:45]([F:50])[CH:44]=2)[C@@H:15]([C@H:17]2[CH2:21][C@H:20]([O:22]C3C=CC=CN=3)[CH2:19][N:18]2C(C2C=CC=CC=2)C2C=CC=CC=2)[OH:16])=[O:12])[C:6]1=[O:59])(=[O:3])[CH3:2].C(N[C@]1([C@@H](CC)C)CCN([C@@H](CCC2C=CC=CC=2)C(N[C@@H](CC2C=C(F)C=C(F)C=2)[C@@H]([C@H]2C[C@@H](O[C:86]3[CH:91]=[CH:90][CH:89]=[CH:88][CH:87]=3)CN2C(C2C=CC=CC=2)C2C=CC=CC=2)O)=O)C1=O)(=O)C.C(N[C@]1([C@@H](CC)C)CCN([C@@H](CC[C:142]2[CH:147]=[CH:146][CH:145]=[CH:144][CH:143]=2)C(O)=O)C1=O)(=O)C.CN(C(ON1N=N[C:163]2[CH:164]=[CH:165]C=N[C:162]1=2)=[N+](C)C)C.F[P-](F)(F)(F)(F)F.N[C@@H](CC1C=C(F)C=C(F)C=1)[C@@H]([C@H]1C[C@H](OC2C=CC=CN=2)CN1C(C1C=CC=CC=1)C1C=CC=CC=1)O.CN1CCOCC1, predict the reaction product. (5) Given the reactants Br[C:2]1[CH:7]=[C:6](F)[C:5]([N+:9]([O-])=O)=[CH:4][C:3]=1[F:12].[CH2:13]([NH2:15])[CH3:14].[O:16]1[C:25]2[C:20](=[CH:21][CH:22]=[CH:23][CH:24]=2)[CH2:19][CH2:18][CH:17]1[C:26](O)=O.Cl[C:30]1[CH:35]=[CH:34][N:33]=[C:32]2[NH:36][CH:37]=[CH:38][C:31]=12, predict the reaction product. The product is: [O:16]1[C:25]2[C:20](=[CH:21][CH:22]=[CH:23][CH:24]=2)[CH2:19][CH2:18][CH:17]1[C:26]1[N:15]([CH2:13][CH3:14])[C:6]2[CH:7]=[C:2]([C:30]3[CH:35]=[CH:34][N:33]=[C:32]4[NH:36][CH:37]=[CH:38][C:31]=34)[C:3]([F:12])=[CH:4][C:5]=2[N:9]=1.